From a dataset of Catalyst prediction with 721,799 reactions and 888 catalyst types from USPTO. Predict which catalyst facilitates the given reaction. (1) Reactant: [NH2:1][C:2]1[C:3]([C:12]([NH:14][C@@H:15]([CH:20]2[CH2:25][CH2:24][CH2:23][CH2:22][CH2:21]2)[C:16]([O:18][CH3:19])=[O:17])=[O:13])=[CH:4][C:5]2[C:10]([CH:11]=1)=[CH:9][CH:8]=[CH:7][CH:6]=2.C(N(CC)CC)C.[N:33]([C:36]1[CH:41]=[C:40]([C:42]([F:45])([F:44])[F:43])[CH:39]=[C:38]([C:46]([F:49])([F:48])[F:47])[CH:37]=1)=[C:34]=[O:35]. Product: [F:43][C:42]([F:44])([F:45])[C:40]1[CH:41]=[C:36]([NH:33][C:34]([NH:1][C:2]2[C:3]([C:12]([NH:14][C@@H:15]([CH:20]3[CH2:25][CH2:24][CH2:23][CH2:22][CH2:21]3)[C:16]([O:18][CH3:19])=[O:17])=[O:13])=[CH:4][C:5]3[C:10]([CH:11]=2)=[CH:9][CH:8]=[CH:7][CH:6]=3)=[O:35])[CH:37]=[C:38]([C:46]([F:49])([F:47])[F:48])[CH:39]=1. The catalyst class is: 3. (2) The catalyst class is: 154. Reactant: [F:1][C:2]1[CH:32]=[C:31]([N+:33]([O-:35])=[O:34])[CH:30]=[CH:29][C:3]=1[O:4][C:5]1[CH:10]=[CH:9][N:8]=[C:7]2[CH:11]=[C:12]([C:14]3[N:19]=[CH:18][C:17]([CH2:20][NH:21][CH2:22][CH2:23][O:24][CH2:25][CH2:26][O:27][CH3:28])=[CH:16][CH:15]=3)[S:13][C:6]=12.C(N(CC)CC)C.[CH3:43][C:44]([O:47][C:48](O[C:48]([O:47][C:44]([CH3:46])([CH3:45])[CH3:43])=[O:49])=[O:49])([CH3:46])[CH3:45]. Product: [C:44]([O:47][C:48](=[O:49])[N:21]([CH2:20][C:17]1[CH:18]=[N:19][C:14]([C:12]2[S:13][C:6]3[C:7](=[N:8][CH:9]=[CH:10][C:5]=3[O:4][C:3]3[CH:29]=[CH:30][C:31]([N+:33]([O-:35])=[O:34])=[CH:32][C:2]=3[F:1])[CH:11]=2)=[CH:15][CH:16]=1)[CH2:22][CH2:23][O:24][CH2:25][CH2:26][O:27][CH3:28])([CH3:46])([CH3:45])[CH3:43].